The task is: Predict the reaction yield, written as a fraction of the theoretical maximum amount of product (1.0 means a 100% yield; for example, 0.34 means a 34% yield).. This data is from Reaction yield outcomes from USPTO patents with 853,638 reactions. (1) The reactants are C([O:3][C:4](=[O:19])[CH2:5][CH2:6][CH2:7][O:8][CH2:9][CH2:10][O:11][CH2:12][CH2:13][O:14][CH2:15][CH2:16][O:17][CH3:18])C.Cl. The catalyst is [OH-].[Na+].[Na+].[Cl-]. The product is [CH3:18][O:17][CH2:16][CH2:15][O:14][CH2:13][CH2:12][O:11][CH2:10][CH2:9][O:8][CH2:7][CH2:6][CH2:5][C:4]([OH:19])=[O:3]. The yield is 0.940. (2) The reactants are CN1CCOCC1.[CH3:8][O:9][C:10](=[O:54])[NH:11][C@@H:12]([C:16]([N:18]1[CH2:22][CH2:21][CH2:20][CH:19]1[C:23]1[NH:24][C:25]([C:28]2[CH:33]=[CH:32][C:31]([C:34]3[CH:39]=[CH:38][C:37]([C:40]4[NH:41][C:42]([CH2:45][N:46]5[CH2:51][CH2:50][CH2:49][CH:48]([NH2:52])[C:47]5=[O:53])=[N:43][CH:44]=4)=[CH:36][CH:35]=3)=[CH:30][CH:29]=2)=[CH:26][N:27]=1)=[O:17])[CH:13]([CH3:15])[CH3:14].Cl[C:56]([O:58][CH3:59])=[O:57]. The catalyst is ClCCl. The product is [CH3:59][O:58][C:56](=[O:57])[NH:52][C@@H:48]1[CH2:49][CH2:50][CH2:51][N:46]([CH2:45][C:42]2[NH:41][C:40]([C:37]3[CH:38]=[CH:39][C:34]([C:31]4[CH:30]=[CH:29][C:28]([C:25]5[NH:24][C:23]([CH:19]6[CH2:20][CH2:21][CH2:22][N:18]6[C:16](=[O:17])[CH:12]([NH:11][C:10]([O:9][CH3:8])=[O:54])[CH:13]([CH3:15])[CH3:14])=[N:27][CH:26]=5)=[CH:33][CH:32]=4)=[CH:35][CH:36]=3)=[CH:44][N:43]=2)[C:47]1=[O:53]. The yield is 0.320. (3) The reactants are I[C:2]1[CH:7]=[CH:6][N:5]=[C:4]([S:8][CH3:9])[N:3]=1.[CH3:10][C:11]1[S:12][C:13](B2OC(C)(C)C(C)(C)O2)=[C:14]([CH3:16])[N:15]=1.C([O-])([O-])=O.[Na+].[Na+].C1(P(C2C=CC=CC=2)C2C=CC=CC=2)C=CC=CC=1. The catalyst is C(O)CC.CC([O-])=O.CC([O-])=O.[Pd+2]. The product is [CH3:10][C:11]1[S:12][C:13]([C:2]2[CH:7]=[CH:6][N:5]=[C:4]([S:8][CH3:9])[N:3]=2)=[C:14]([CH3:16])[N:15]=1. The yield is 0.760. (4) The reactants are [I:1]/[CH:2]=[CH:3]\[C:4]([OH:6])=O.CCN(C(C)C)C(C)C.CN(C(ON1N=NC2C=CC=NC1=2)=[N+](C)C)C.F[P-](F)(F)(F)(F)F.Cl.[F:41][C:42]1([F:46])[CH2:45][NH:44][CH2:43]1. The catalyst is C(Cl)Cl.CCCCCC.C(OCC)(=O)C. The product is [F:41][C:42]1([F:46])[CH2:45][N:44]([C:4](=[O:6])/[CH:3]=[CH:2]\[I:1])[CH2:43]1. The yield is 0.523. (5) The reactants are [F:1][C:2]1[CH:3]=[C:4]([C:16]2[CH:17]=[N:18][CH:19]=[C:20]([N+:23]([O-])=O)[C:21]=2[NH2:22])[CH:5]=[C:6]([CH2:8][N:9]2[CH2:14][CH2:13][N:12]([CH3:15])[CH2:11][CH2:10]2)[CH:7]=1. The catalyst is CO.[Pd]. The product is [F:1][C:2]1[CH:3]=[C:4]([C:16]2[C:21]([NH2:22])=[C:20]([NH2:23])[CH:19]=[N:18][CH:17]=2)[CH:5]=[C:6]([CH2:8][N:9]2[CH2:10][CH2:11][N:12]([CH3:15])[CH2:13][CH2:14]2)[CH:7]=1. The yield is 0.860.